Dataset: HIV replication inhibition screening data with 41,000+ compounds from the AIDS Antiviral Screen. Task: Binary Classification. Given a drug SMILES string, predict its activity (active/inactive) in a high-throughput screening assay against a specified biological target. (1) The compound is COc1cccc2c1[OH+][Co-3]1(O)([n+]3ccccc3)[S+]=C(N)[N-][N+]1=C2. The result is 0 (inactive). (2) The compound is O=[N+]([O-])c1ccc(C(Nc2ccccc2)P(c2ccccc2)c2ccccc2)cc1. The result is 0 (inactive). (3) The drug is Cc1ccc(C=C2CCS(=O)(=O)c3ccccc3C2=O)cc1. The result is 0 (inactive). (4) The compound is CCN(CC)C(=S)NN=Cc1cc([N+](=O)[O-])ccc1O. The result is 0 (inactive). (5) The compound is Cc1cccc(C(C)(C)C)c1NC(=O)C(=O)Cc1nc2ccccc2s1. The result is 0 (inactive).